This data is from NCI-60 drug combinations with 297,098 pairs across 59 cell lines. The task is: Regression. Given two drug SMILES strings and cell line genomic features, predict the synergy score measuring deviation from expected non-interaction effect. (1) Synergy scores: CSS=45.7, Synergy_ZIP=-5.20, Synergy_Bliss=-4.16, Synergy_Loewe=-2.17, Synergy_HSA=-1.13. Cell line: SF-539. Drug 1: C1=CC(=CC=C1CCCC(=O)O)N(CCCl)CCCl. Drug 2: CCC1(C2=C(COC1=O)C(=O)N3CC4=CC5=C(C=CC(=C5CN(C)C)O)N=C4C3=C2)O.Cl. (2) Drug 1: C(CN)CNCCSP(=O)(O)O. Drug 2: B(C(CC(C)C)NC(=O)C(CC1=CC=CC=C1)NC(=O)C2=NC=CN=C2)(O)O. Cell line: IGROV1. Synergy scores: CSS=46.4, Synergy_ZIP=2.63, Synergy_Bliss=1.08, Synergy_Loewe=-61.3, Synergy_HSA=0.186. (3) Drug 1: C1CCC(C1)C(CC#N)N2C=C(C=N2)C3=C4C=CNC4=NC=N3. Drug 2: C1CCC(C(C1)N)N.C(=O)(C(=O)[O-])[O-].[Pt+4]. Cell line: SK-OV-3. Synergy scores: CSS=12.3, Synergy_ZIP=-0.264, Synergy_Bliss=6.23, Synergy_Loewe=7.22, Synergy_HSA=7.06.